This data is from Full USPTO retrosynthesis dataset with 1.9M reactions from patents (1976-2016). The task is: Predict the reactants needed to synthesize the given product. (1) Given the product [Cl:1][C:2]1[CH:8]=[CH:7][C:5]([NH:6][C:23](=[O:24])[C:22]2[CH:26]=[CH:27][C:19]([S:16]([CH3:15])(=[O:18])=[O:17])=[N:20][CH:21]=2)=[CH:4][C:3]=1[C:9]1[CH:14]=[CH:13][CH:12]=[CH:11][N:10]=1, predict the reactants needed to synthesize it. The reactants are: [Cl:1][C:2]1[CH:8]=[CH:7][C:5]([NH2:6])=[CH:4][C:3]=1[C:9]1[CH:14]=[CH:13][CH:12]=[CH:11][N:10]=1.[CH3:15][S:16]([C:19]1[CH:27]=[CH:26][C:22]([C:23](O)=[O:24])=[CH:21][N:20]=1)(=[O:18])=[O:17]. (2) Given the product [F:9][C:10]1[CH:15]=[C:14]([S:16]([CH3:19])(=[O:17])=[O:18])[CH:13]=[CH:12][C:11]=1[NH:20][C:21]1[C:22]2[O:29][CH:28]=[CH:27][C:23]=2[N:24]([C:39]2[CH:40]=[CH:41][N:36]=[C:37]([CH:42]=[O:43])[CH:38]=2)[CH2:25][N:26]=1, predict the reactants needed to synthesize it. The reactants are: C(N(CC)CC)C.Cl.[F:9][C:10]1[CH:15]=[C:14]([S:16]([CH3:19])(=[O:18])=[O:17])[CH:13]=[CH:12][C:11]=1[NH:20][C:21]1[C:22]2[O:29][CH:28]=[C:27](C3CCNCC3)[C:23]=2[N:24]=[CH:25][N:26]=1.[N:36]1[CH:41]=[CH:40][CH:39]=[CH:38][C:37]=1[C:42](O)=[O:43].Cl.C(N=C=NCCCN(C)C)C. (3) Given the product [CH3:29][S:35]([C:3]1[CH:8]=[CH:7][C:6]([CH:9]([C:17]2[NH:18][C:19]([C:22]3[CH:27]=[CH:26][CH:25]=[CH:24][N:23]=3)=[CH:20][CH:21]=2)[CH2:10][CH:11]2[CH2:16][CH2:15][O:14][CH2:13][CH2:12]2)=[CH:5][N:4]=1)(=[O:37])=[O:34], predict the reactants needed to synthesize it. The reactants are: CS[C:3]1[CH:8]=[CH:7][C:6]([CH:9]([C:17]2[NH:18][C:19]([C:22]3[CH:27]=[CH:26][CH:25]=[CH:24][N:23]=3)=[CH:20][CH:21]=2)[CH2:10][CH:11]2[CH2:16][CH2:15][O:14][CH2:13][CH2:12]2)=[CH:5][N:4]=1.O1CCC[CH2:29]1.O[O:34][S:35]([O-:37])=O.[K+].C(=O)([O-])O.[Na+]. (4) Given the product [O:24]=[S:25]1(=[O:31])[CH2:29][CH2:28][CH:27]([NH:30][C:19](=[O:21])[C:18]2[CH:22]=[CH:23][C:15]([O:14][CH2:13][C:3]3[C:4]([C:7]4[CH:8]=[CH:9][CH:10]=[CH:11][CH:12]=4)=[N:5][O:6][C:2]=3[CH3:1])=[N:16][CH:17]=2)[CH2:26]1, predict the reactants needed to synthesize it. The reactants are: [CH3:1][C:2]1[O:6][N:5]=[C:4]([C:7]2[CH:12]=[CH:11][CH:10]=[CH:9][CH:8]=2)[C:3]=1[CH2:13][O:14][C:15]1[CH:23]=[CH:22][C:18]([C:19]([OH:21])=O)=[CH:17][N:16]=1.[O:24]=[S:25]1(=[O:31])[CH2:29][CH2:28][CH:27]([NH2:30])[CH2:26]1. (5) The reactants are: CS(O)(=O)=O.[NH2:6][CH2:7][C:8]1[CH:9]=[C:10]2[C:14](=[CH:15][CH:16]=1)[C:13](=[O:17])[N:12]([CH:18]1[CH2:23][CH2:22][C:21](=[O:24])[NH:20][C:19]1=[O:25])[CH2:11]2.[Cl:26][C:27]1[CH:28]=[C:29]([CH:33]=[CH:34][CH:35]=1)[C:30](Cl)=[O:31].Cl. Given the product [Cl:26][C:27]1[CH:28]=[C:29]([CH:33]=[CH:34][CH:35]=1)[C:30]([NH:6][CH2:7][C:8]1[CH:9]=[C:10]2[C:14](=[CH:15][CH:16]=1)[C:13](=[O:17])[N:12]([CH:18]1[CH2:23][CH2:22][C:21](=[O:24])[NH:20][C:19]1=[O:25])[CH2:11]2)=[O:31], predict the reactants needed to synthesize it. (6) Given the product [CH2:64]([NH:65][C:32]([C:22]1[N:21]=[CH:20][CH:19]=[C:18]2[C:23]=1[CH:24]=[C:25]([C:26]1[CH:31]=[CH:30][CH:29]=[CH:28][CH:27]=1)[C:16]([C:13]1[CH:12]=[CH:11][C:10]([CH2:9][NH:8][C:6](=[O:7])[O:5][C:1]([CH3:2])([CH3:4])[CH3:3])=[CH:15][CH:14]=1)=[N:17]2)=[O:34])[C:58]1[CH:63]=[CH:62][CH:61]=[CH:60][CH:59]=1, predict the reactants needed to synthesize it. The reactants are: [C:1]([O:5][C:6]([NH:8][CH2:9][C:10]1[CH:15]=[CH:14][C:13]([C:16]2[C:25]([C:26]3[CH:31]=[CH:30][CH:29]=[CH:28][CH:27]=3)=[CH:24][C:23]3[C:22]([C:32]([OH:34])=O)=[N:21][CH:20]=[CH:19][C:18]=3[N:17]=2)=[CH:12][CH:11]=1)=[O:7])([CH3:4])([CH3:3])[CH3:2].C(Cl)CCl.C1C=CC2N(O)N=NC=2C=1.CCN(C(C)C)C(C)C.[C:58]1([CH2:64][NH2:65])[CH:63]=[CH:62][CH:61]=[CH:60][CH:59]=1. (7) Given the product [CH3:1][N:2]1[CH:6]=[CH:5][CH:4]=[C:3]1[C:26]1[CH:27]=[C:28]([CH:31]=[CH:32][CH:33]=1)[CH:29]=[O:30], predict the reactants needed to synthesize it. The reactants are: [CH3:1][N:2]1[CH:6]=[CH:5][CH:4]=[CH:3]1.CN(CCN(C)C)C.[Li]CCCC.[Sn](Cl)(C)(C)C.Br[C:26]1[CH:27]=[C:28]([CH:31]=[CH:32][CH:33]=1)[CH:29]=[O:30].[F-].[K+]. (8) Given the product [Cl:1][C:2]1[CH:3]=[C:4]([C:9]2([C:10]#[N:11])[CH2:22][CH:21]([OH:23])[CH2:19]2)[CH:5]=[CH:6][C:7]=1[Cl:8], predict the reactants needed to synthesize it. The reactants are: [Cl:1][C:2]1[CH:3]=[C:4]([CH2:9][C:10]#[N:11])[CH:5]=[CH:6][C:7]=1[Cl:8].C[Li].C(OCC)C.[CH2:19]([CH:21]1[O:23][CH2:22]1)Br.C[Mg]Cl.